Dataset: Peptide-MHC class I binding affinity with 185,985 pairs from IEDB/IMGT. Task: Regression. Given a peptide amino acid sequence and an MHC pseudo amino acid sequence, predict their binding affinity value. This is MHC class I binding data. (1) The peptide sequence is GVRVRVAVNK. The MHC is HLA-A68:01 with pseudo-sequence HLA-A68:01. The binding affinity (normalized) is 0.289. (2) The peptide sequence is ETINEEAADW. The MHC is HLA-A11:01 with pseudo-sequence HLA-A11:01. The binding affinity (normalized) is 0. (3) The peptide sequence is MMATIGIAL. The MHC is HLA-B35:01 with pseudo-sequence HLA-B35:01. The binding affinity (normalized) is 0.351. (4) The binding affinity (normalized) is 0.0847. The MHC is HLA-A03:01 with pseudo-sequence HLA-A03:01. The peptide sequence is VTTEVAFGL. (5) The peptide sequence is DLNKVIQFL. The MHC is HLA-B15:01 with pseudo-sequence HLA-B15:01. The binding affinity (normalized) is 0.0847. (6) The peptide sequence is ELKRQLADL. The MHC is HLA-A02:16 with pseudo-sequence HLA-A02:16. The binding affinity (normalized) is 0.0847.